The task is: Predict the product of the given reaction.. This data is from Forward reaction prediction with 1.9M reactions from USPTO patents (1976-2016). (1) Given the reactants [H-].[Na+].[C:3]1([CH3:10])[C:8]([OH:9])=[CH:7][CH:6]=[CH:5][CH:4]=1.[CH3:11][C:12]([CH3:17])=[CH:13][C:14](Cl)=[O:15].[Al+3].[Cl-].[Cl-].[Cl-], predict the reaction product. The product is: [O:15]=[C:14]1[CH2:13][C:12]([CH3:17])([CH3:11])[C:7]2[C:8](=[C:3]([CH3:10])[CH:4]=[CH:5][CH:6]=2)[O:9]1. (2) Given the reactants [N+:1]([C:4]1[CH:9]=[CH:8][C:7]([OH:10])=[CH:6][CH:5]=1)([O-:3])=[O:2].[C:11](O)(=[O:17])/[CH:12]=[CH:13]\[C:14]([OH:16])=[O:15], predict the reaction product. The product is: [N+:1]([C:4]1[CH:9]=[C:8]2[C:7](=[CH:6][CH:5]=1)[O:10][CH:13]([C:14]([OH:16])=[O:15])[CH2:12][C:11]2=[O:17])([O-:3])=[O:2]. (3) Given the reactants C(C1C=C(C([NH:11][C@H:12]([CH2:21][C:22]2[CH:27]=[CH:26][C:25]([C:28]3[CH:33]=[C:32]([Cl:34])[CH:31]=[CH:30][C:29]=3[F:35])=[CH:24][CH:23]=2)[CH2:13][C@:14]([CH2:19][NH2:20])([CH3:18])[C:15]([OH:17])=[O:16])=O)NN=1)(=O)C.Cl.[N:37]1[CH:41]=[C:40]([C:42]([OH:44])=O)[NH:39][N:38]=1.[CH3:45]N(C(ON1N=NC2C=CC=NC1=2)=[N+](C)C)C.F[P-](F)(F)(F)(F)F.CCN(C(C)C)C(C)C, predict the reaction product. The product is: [Cl:34][C:32]1[CH:31]=[CH:30][C:29]([F:35])=[C:28]([C:25]2[CH:26]=[CH:27][C:22]([CH2:21][CH:12]([NH:11][C:42]([C:40]3[NH:39][N:38]=[N:37][CH:41]=3)=[O:44])[CH2:13][C@@:14]([C:19]#[N:20])([CH2:18][CH3:45])[C:15]([OH:17])=[O:16])=[CH:23][CH:24]=2)[CH:33]=1. (4) Given the reactants OOS([O-])=O.[K+].[C:7]([C:11]1[N:16]=[CH:15][C:14]([CH:17]=O)=[CH:13][N:12]=1)([CH3:10])([CH3:9])[CH3:8].[CH3:19][C:20]1([CH3:33])[C:28]2[C:23](=[CH:24][C:25]([NH2:30])=[C:26]([NH2:29])[CH:27]=2)[C:22]([CH3:32])([CH3:31])[CH2:21]1.C(=O)([O-])[O-].[K+].[K+], predict the reaction product. The product is: [C:7]([C:11]1[N:16]=[CH:15][C:14]([C:17]2[NH:30][C:25]3[CH:24]=[C:23]4[C:28](=[CH:27][C:26]=3[N:29]=2)[C:20]([CH3:33])([CH3:19])[CH2:21][C:22]4([CH3:32])[CH3:31])=[CH:13][N:12]=1)([CH3:10])([CH3:9])[CH3:8]. (5) Given the reactants [CH2:1]([O:8][CH2:9][C@@H:10]1[N:15]([C:16]([O:18][C:19]([CH3:22])([CH3:21])[CH3:20])=[O:17])[CH:14]=[CH:13][N:12]([CH2:23][C:24]2[CH:29]=[CH:28][C:27]([N:30]3[CH:34]=[CH:33][N:32]=[CH:31]3)=[CH:26][CH:25]=2)[C:11]1=[O:35])[C:2]1[CH:7]=[CH:6][CH:5]=[CH:4][CH:3]=1, predict the reaction product. The product is: [CH2:1]([O:8][CH2:9][C@@H:10]1[N:15]([C:16]([O:18][C:19]([CH3:22])([CH3:21])[CH3:20])=[O:17])[CH2:14][CH2:13][N:12]([CH2:23][C:24]2[CH:29]=[CH:28][C:27]([N:30]3[CH:34]=[CH:33][N:32]=[CH:31]3)=[CH:26][CH:25]=2)[C:11]1=[O:35])[C:2]1[CH:7]=[CH:6][CH:5]=[CH:4][CH:3]=1.